Task: Predict the product of the given reaction.. Dataset: Forward reaction prediction with 1.9M reactions from USPTO patents (1976-2016) (1) Given the reactants [F:1][C:2]([F:7])([F:6])[C:3]([OH:5])=[O:4].CN([CH2:11][C:12]1[CH:13]=[C:14]([C:20]2[CH:21]=[C:22]3[C:26](=C(C(N)=O)[CH:28]=2)[NH:25][CH:24]=[C:23]3[CH:32]2[CH2:37][CH2:36][N:35]([S:38]([CH2:41][CH3:42])(=[O:40])=[O:39])[CH2:34][CH2:33]2)[CH:15]=[CH:16][C:17]=1[O:18][CH3:19])C.[CH3:43][CH:44]([NH2:46])[CH3:45].C[NH:48]C, predict the reaction product. The product is: [F:1][C:2]([F:7])([F:6])[C:3]([OH:5])=[O:4].[CH2:41]([S:38]([N:35]1[CH2:34][CH2:33][CH:32]([C:23]2[C:22]3[C:26](=[C:2]([C:3]([NH2:48])=[O:5])[CH:28]=[C:20]([C:14]4[CH:15]=[CH:16][C:17]([O:18][CH3:19])=[C:12]([CH2:11][NH:46][CH:44]([CH3:45])[CH3:43])[CH:13]=4)[CH:21]=3)[NH:25][CH:24]=2)[CH2:37][CH2:36]1)(=[O:40])=[O:39])[CH3:42]. (2) The product is: [Cl:1][C:2]1[N:3]=[C:4]([N:13]2[CH2:18][CH2:17][O:16][CH2:15][CH2:14]2)[C:5]2[S:10][C:9]([CH2:11][N:22]3[CH2:21][CH2:20][N:19]([C:25]([CH3:30])([CH3:29])[C:26]([NH2:28])=[O:27])[CH2:24][CH2:23]3)=[N:8][C:6]=2[N:7]=1. Given the reactants [Cl:1][C:2]1[N:3]=[C:4]([N:13]2[CH2:18][CH2:17][O:16][CH2:15][CH2:14]2)[C:5]2[S:10][C:9]([CH:11]=O)=[N:8][C:6]=2[N:7]=1.[N:19]1([C:25]([CH3:30])([CH3:29])[C:26]([NH2:28])=[O:27])[CH2:24][CH2:23][NH:22][CH2:21][CH2:20]1.C(O[BH-](OC(=O)C)OC(=O)C)(=O)C.[Na+], predict the reaction product. (3) Given the reactants [N:1]1[N:5]2[CH:6]=[CH:7][CH:8]=[N:9][C:4]2=[CH:3][C:2]=1[C:10]([OH:12])=O.[NH2:13][CH2:14][CH2:15][N:16]1[CH:20]=[CH:19][C:18]([C:21]2[CH:28]=[CH:27][C:24]([C:25]#[N:26])=[C:23]([Cl:29])[CH:22]=2)=[N:17]1, predict the reaction product. The product is: [Cl:29][C:23]1[CH:22]=[C:21]([C:18]2[CH:19]=[CH:20][N:16]([CH2:15][CH2:14][NH:13][C:10]([C:2]3[CH:3]=[C:4]4[N:9]=[CH:8][CH:7]=[CH:6][N:5]4[N:1]=3)=[O:12])[N:17]=2)[CH:28]=[CH:27][C:24]=1[C:25]#[N:26]. (4) Given the reactants [CH3:1][C:2]1([CH3:10])[CH2:7][CH2:6][CH2:5][NH:4][CH:3]1[CH2:8][NH2:9].[Br:11][C:12]1[CH:13]=[N:14][C:15](Cl)=[N:16][CH:17]=1.C(N(C(C)C)CC)(C)C.C(=O)([O-])[O-].[K+].[K+], predict the reaction product. The product is: [Br:11][C:12]1[CH:13]=[N:14][C:15]([NH:9][CH2:8][CH:3]2[C:2]([CH3:10])([CH3:1])[CH2:7][CH2:6][CH2:5][NH:4]2)=[N:16][CH:17]=1. (5) Given the reactants [CH2:1]([N:3]1[CH2:8][CH2:7][N:6]([C:9]2[CH:10]=[N:11][C:12]([N+:15]([O-])=O)=[CH:13][CH:14]=2)[CH2:5][CH2:4]1)[CH3:2].C(O)C, predict the reaction product. The product is: [CH2:1]([N:3]1[CH2:4][CH2:5][N:6]([C:9]2[CH:14]=[CH:13][C:12]([NH2:15])=[N:11][CH:10]=2)[CH2:7][CH2:8]1)[CH3:2]. (6) Given the reactants C[O:2][C:3](=[O:18])[C@@H:4]([CH2:13][C:14]([CH3:17])([CH3:16])[CH3:15])[NH:5][C:6]([O:8][C:9]([CH3:12])([CH3:11])[CH3:10])=[O:7].O.[OH-].[Li+].Cl.[Cl-].[Na+], predict the reaction product. The product is: [C:9]([O:8][C:6]([NH:5][C@@H:4]([C:3]([OH:18])=[O:2])[CH2:13][C:14]([CH3:17])([CH3:16])[CH3:15])=[O:7])([CH3:12])([CH3:10])[CH3:11]. (7) Given the reactants O[CH:2]([C:11]1(OC)[CH:16]=[CH:15][N:14]=[CH:13][CH2:12]1)[C:3]([C:5]1[CH:10]=[CH:9][CH:8]=[CH:7][CH:6]=1)=[O:4].[C:19]([O-:22])(=O)C.[C:23]([O-])(O)=[O:24].[Na+].[NH4+].[Cl-], predict the reaction product. The product is: [CH3:23][O:24][C:8]1[CH:7]=[C:6]2[C:5]([C:3](=[O:4])[CH:2]([C:11]3[CH:12]=[CH:13][N:14]=[CH:15][CH:16]=3)[CH2:19][O:22]2)=[CH:10][CH:9]=1.